This data is from Full USPTO retrosynthesis dataset with 1.9M reactions from patents (1976-2016). The task is: Predict the reactants needed to synthesize the given product. (1) Given the product [Cl:14][C:15]1[S:19][C:18]([C:20]([NH:1][C:2]2[C:3]3[C:11](=[O:12])[O:13][C:8](=[O:10])[C:4]=3[CH:5]=[N:6][CH:7]=2)=[O:21])=[CH:17][CH:16]=1, predict the reactants needed to synthesize it. The reactants are: [NH2:1][C:2]1[C:3]([C:11]([OH:13])=[O:12])=[C:4]([C:8]([OH:10])=O)[CH:5]=[N:6][CH:7]=1.[Cl:14][C:15]1[S:19][C:18]([C:20](O)=[O:21])=[CH:17][CH:16]=1.ClC1SC(C(Cl)=O)=CC=1. (2) Given the product [CH3:1][CH2:2][O:3][C:4]1[N:12]([CH2:13][C:14]2[CH:19]=[CH:18][C:17]([C:20]3[CH:21]=[CH:22][CH:23]=[CH:24][C:25]=3[C:26]3[N:27]=[N:28][NH:29][N:30]=3)=[CH:16][CH:15]=2)[C:11]2[C:10]([C:50]([O:52][CH:53]([O:55][C:56]([O:58][CH:59]3[CH2:60][CH2:61][CH2:62][CH2:63][CH2:64]3)=[O:57])[CH3:54])=[O:51])=[CH:9][CH:8]=[CH:7][C:6]=2[N:5]=1, predict the reactants needed to synthesize it. The reactants are: [CH3:1][CH2:2][O:3][C:4]1[N:12]([CH2:13][C:14]2[CH:19]=[CH:18][C:17]([C:20]3[C:25]([C:26]4[N:30](C(C5C=CC=CC=5)(C5C=CC=CC=5)C5C=CC=CC=5)[N:29]=[N:28][N:27]=4)=[CH:24][CH:23]=[CH:22][CH:21]=3)=[CH:16][CH:15]=2)[C:11]2[C:6](=[CH:7][CH:8]=[CH:9][C:10]=2[C:50]([O:52][CH:53]([O:55][C:56]([O:58][CH:59]2[CH2:64][CH2:63][CH2:62][CH2:61][CH2:60]2)=[O:57])[CH3:54])=[O:51])[N:5]=1.CO. (3) Given the product [F:1][C:2]1([F:17])[CH2:3][CH:4]([C:6]2[CH:11]=[CH:10][C:9]([CH2:12][O:13][CH3:14])=[CH:8][C:7]=2[CH2:15][NH:16][C:31]([NH:30][C:27]2[N:26]([C:40]3[CH:41]=[CH:42][CH:43]=[CH:44][CH:45]=3)[N:25]=[C:24]([C:22]3[CH:21]=[N:20][N:19]([CH3:18])[CH:23]=3)[C:28]=2[CH3:29])=[O:32])[CH2:5]1, predict the reactants needed to synthesize it. The reactants are: [F:1][C:2]1([F:17])[CH2:5][CH:4]([C:6]2[CH:11]=[CH:10][C:9]([CH2:12][O:13][CH3:14])=[CH:8][C:7]=2[CH2:15][NH2:16])[CH2:3]1.[CH3:18][N:19]1[CH:23]=[C:22]([C:24]2[C:28]([CH3:29])=[C:27]([NH:30][C:31](=O)[O:32]C3C=CC=CC=3)[N:26]([C:40]3[CH:45]=[CH:44][CH:43]=[CH:42][CH:41]=3)[N:25]=2)[CH:21]=[N:20]1. (4) Given the product [C:1]([N:5]1[CH2:10][CH2:9][N:8]([CH2:11][C:12]2[N:13]([CH3:28])[C:14]3[C:19]([N:20]=2)=[C:18]([N:21]2[CH2:26][CH2:25][O:24][CH2:23][CH2:22]2)[N:17]=[C:16]([N:32]2[C:33]4[C:38](=[CH:37][CH:36]=[CH:35][CH:34]=4)[C:39](=[O:40])[N:31]2[CH2:29][CH3:30])[N:15]=3)[CH2:7][CH2:6]1)([CH3:4])([CH3:3])[CH3:2], predict the reactants needed to synthesize it. The reactants are: [C:1]([N:5]1[CH2:10][CH2:9][N:8]([CH2:11][C:12]2[N:13]([CH3:28])[C:14]3[C:19]([N:20]=2)=[C:18]([N:21]2[CH2:26][CH2:25][O:24][CH2:23][CH2:22]2)[N:17]=[C:16](Cl)[N:15]=3)[CH2:7][CH2:6]1)([CH3:4])([CH3:3])[CH3:2].[CH2:29]([N:31]1[C:39](=[O:40])[C:38]2[C:33](=[CH:34][CH:35]=[CH:36][CH:37]=2)[NH:32]1)[CH3:30]. (5) Given the product [CH:18]1([O:17][C:14]2[CH:15]=[C:16]3[C:11]([C:10]([C:20]#[N:21])=[CH:9][N:8]3[CH2:6][CH3:7])=[CH:12][CH:13]=2)[CH2:1][CH2:19]1, predict the reactants needed to synthesize it. The reactants are: [CH2:1]([Zn]CC)C.[CH2:6]([N:8]1[C:16]2[C:11](=[CH:12][CH:13]=[C:14]([O:17][CH:18]=[CH2:19])[CH:15]=2)[C:10]([C:20]#[N:21])=[CH:9]1)[CH3:7].ClCI.[NH4+].[Cl-].[OH-].[NH4+]. (6) The reactants are: C([Li])CCC.I[C:7]1[CH:12]=[CH:11][CH:10]=[CH:9][C:8]=1[I:13].[CH2:14]1[CH:18]2[CH2:19][C:20](=[O:21])[CH:16]([CH2:17]2)[CH2:15]1. Given the product [I:13][C:8]1[CH:9]=[CH:10][C:11]([C:20]2([OH:21])[CH2:19][CH:18]3[CH2:17][CH:16]2[CH2:15][CH2:14]3)=[CH:12][CH:7]=1, predict the reactants needed to synthesize it. (7) Given the product [NH:6]1[C:5]2[CH:9]=[CH:10][C:2]([NH:1][C:12]([NH:11][C:14]3[CH:19]=[CH:18][C:17]([O:20][CH3:21])=[CH:16][CH:15]=3)=[S:13])=[CH:3][C:4]=2[N:8]=[CH:7]1, predict the reactants needed to synthesize it. The reactants are: [NH2:1][C:2]1[CH:10]=[CH:9][C:5]2[NH:6][CH:7]=[N:8][C:4]=2[CH:3]=1.[N:11]([C:14]1[CH:19]=[CH:18][C:17]([O:20][CH3:21])=[CH:16][CH:15]=1)=[C:12]=[S:13]. (8) Given the product [ClH:13].[F:12][C:10]1[CH:9]=[CH:8][C:7]2[C:3]([CH2:2][N:27]3[CH2:28][CH:25]([CH2:24][S:21]([C:18]4[CH:19]=[CH:20][C:15]([F:14])=[CH:16][CH:17]=4)(=[O:23])=[O:22])[CH2:26]3)=[N:4][S:5][C:6]=2[CH:11]=1, predict the reactants needed to synthesize it. The reactants are: Br[CH2:2][C:3]1[C:7]2[CH:8]=[CH:9][C:10]([F:12])=[CH:11][C:6]=2[S:5][N:4]=1.[ClH:13].[F:14][C:15]1[CH:20]=[CH:19][C:18]([S:21]([CH2:24][CH:25]2[CH2:28][NH:27][CH2:26]2)(=[O:23])=[O:22])=[CH:17][CH:16]=1.C(=O)([O-])[O-].[K+].[K+]. (9) Given the product [NH2:31][C:27]1[CH:26]=[C:25]([CH:30]=[CH:29][CH:28]=1)[O:24][C:17]1[C:18]2[CH:23]=[CH:22][NH:21][C:19]=2[N:20]=[C:15]([NH:14][C:10]2[CH:9]=[C:8]3[C:13](=[CH:12][CH:11]=2)[N:5]([CH2:4][CH2:3][O:2][CH3:1])[CH2:6][CH2:7]3)[N:16]=1, predict the reactants needed to synthesize it. The reactants are: [CH3:1][O:2][CH2:3][CH2:4][N:5]1[C:13]2[C:8](=[CH:9][C:10]([NH:14][C:15]3[N:16]=[C:17]([O:24][C:25]4[CH:30]=[CH:29][CH:28]=[C:27]([N+:31]([O-])=O)[CH:26]=4)[C:18]4[CH:23]=[CH:22][NH:21][C:19]=4[N:20]=3)=[CH:11][CH:12]=2)[CH2:7][CH2:6]1.[H][H]. (10) Given the product [O:21]=[C:18](/[CH:17]=[CH:16]/[C:10]1[CH:11]=[CH:12][CH:13]=[CH:14][CH:15]=1)/[CH:19]=[CH:20]/[C:2]1[CH:9]=[CH:8][C:5]([C:6]#[N:7])=[CH:4][CH:3]=1, predict the reactants needed to synthesize it. The reactants are: Br[C:2]1[CH:9]=[CH:8][C:5]([C:6]#[N:7])=[CH:4][CH:3]=1.[C:10]1([CH:16]=[CH:17][CH:18]([OH:21])[C:19]#[CH:20])[CH:15]=[CH:14][CH:13]=[CH:12][CH:11]=1.C1(P(C2C=CC=CC=2)C2C=CC=CC=2)C=CC=CC=1.C(N(CC)CC)C.